Dataset: HIV replication inhibition screening data with 41,000+ compounds from the AIDS Antiviral Screen. Task: Binary Classification. Given a drug SMILES string, predict its activity (active/inactive) in a high-throughput screening assay against a specified biological target. The compound is CN(C)c1n2c3cc([N+](=O)[O-])ccc3[n+]3c(N(C)C)n4ccccc4c3c2c2cccc[n+]12.[O-][Cl+3]([O-])([O-])[O-]. The result is 0 (inactive).